Dataset: Catalyst prediction with 721,799 reactions and 888 catalyst types from USPTO. Task: Predict which catalyst facilitates the given reaction. (1) Reactant: [C:1]([O:5][C:6]([NH:8][C:9]1([C:12]([OH:14])=O)[CH2:11][CH2:10]1)=[O:7])([CH3:4])([CH3:3])[CH3:2].CC(OC(OC(OC(C)(C)C)=O)=O)(C)C.C(=O)(O)[O-].[NH4+].[N:35]1C=CC=CC=1. Product: [C:1]([O:5][C:6](=[O:7])[NH:8][C:9]1([C:12](=[O:14])[NH2:35])[CH2:11][CH2:10]1)([CH3:4])([CH3:3])[CH3:2]. The catalyst class is: 10. (2) Reactant: [N:1]1([CH2:6][C:7]2[CH:12]=[CH:11][C:10]([C:13](=[O:15])[CH3:14])=[CH:9][CH:8]=2)[CH:5]=[CH:4][CH:3]=[N:2]1.[BH4-].[Na+].CO. Product: [N:1]1([CH2:6][C:7]2[CH:12]=[CH:11][C:10]([CH:13]([OH:15])[CH3:14])=[CH:9][CH:8]=2)[CH:5]=[CH:4][CH:3]=[N:2]1. The catalyst class is: 56. (3) Reactant: [CH3:1][N:2]([S:15]([C:18]1[S:19][CH:20]=[CH:21][CH:22]=1)(=[O:17])=[O:16])[C:3]1[CH:4]=[CH:5][CH:6]=[C:7]2[C:11]=1[NH:10][C:9]([C:12]([OH:14])=O)=[CH:8]2.[N:23]1(O)C2C=CC=CC=2N=N1.Cl.CN(C)CCCN=C=NCC.N.C(O)(=O)CC(CC(O)=O)(C(O)=O)O. Product: [CH3:1][N:2]([S:15]([C:18]1[S:19][CH:20]=[CH:21][CH:22]=1)(=[O:17])=[O:16])[C:3]1[CH:4]=[CH:5][CH:6]=[C:7]2[C:11]=1[NH:10][C:9]([C:12]([NH2:23])=[O:14])=[CH:8]2. The catalyst class is: 145. (4) Reactant: [CH3:1][S:2]([CH3:5])(=[O:4])=[O:3].C([Li])CCC.[I:11][C:12]1[CH:13]=[C:14]([CH:17]=[CH:18][CH:19]=1)[CH2:15]Br. Product: [CH3:1][S:2]([CH2:5][CH2:15][C:14]1[CH:17]=[CH:18][CH:19]=[C:12]([I:11])[CH:13]=1)(=[O:4])=[O:3]. The catalyst class is: 1.